From a dataset of Forward reaction prediction with 1.9M reactions from USPTO patents (1976-2016). Predict the product of the given reaction. Given the reactants [CH3:1][C:2]1([CH3:15])[O:6][C@@H:5]([CH2:7][C:8]2[CH:13]=[CH:12][C:11]([OH:14])=[CH:10][CH:9]=2)[CH2:4][O:3]1.C(=O)([O-])[O-].[K+].[K+].[CH2:22]([O:24][C:25](=[O:29])[C:26]#[C:27][CH3:28])[CH3:23], predict the reaction product. The product is: [CH2:22]([O:24][C:25](=[O:29])/[CH:26]=[C:27](/[O:14][C:11]1[CH:12]=[CH:13][C:8]([CH2:7][C@H:5]2[CH2:4][O:3][C:2]([CH3:15])([CH3:1])[O:6]2)=[CH:9][CH:10]=1)\[CH3:28])[CH3:23].